The task is: Predict the reactants needed to synthesize the given product.. This data is from Full USPTO retrosynthesis dataset with 1.9M reactions from patents (1976-2016). (1) Given the product [O:20]=[C:18]1[C:5]2=[CH:6][C:7]3[CH:8]=[CH:9][C:10]([C:13]([O:15][CH2:16][CH3:17])=[O:14])=[CH:11][C:12]=3[N:4]2[CH2:3][CH2:1][NH:2]1, predict the reactants needed to synthesize it. The reactants are: [C:1]([CH2:3][N:4]1[C:12]2[C:7](=[CH:8][CH:9]=[C:10]([C:13]([O:15][CH2:16][CH3:17])=[O:14])[CH:11]=2)[CH:6]=[C:5]1[C:18]([O:20]CC)=O)#[N:2].CO.[BH4-].[Na+]. (2) Given the product [C:47]([O:46][P:40]([C:37]([F:39])([F:38])[C:34]1[CH:35]=[CH:36][C:31]([CH2:30][CH:12]([C:9]2[CH:10]=[CH:11][C:6]([C:5]([O:4][CH:1]([CH3:3])[CH3:2])=[O:22])=[CH:7][CH:8]=2)[C:13]([C:15]2[CH:16]=[CH:17][C:18]([F:21])=[CH:19][CH:20]=2)=[O:14])=[CH:32][CH:33]=1)([O:41][C:42]([CH3:45])([CH3:44])[CH3:43])=[O:51])([CH3:48])([CH3:49])[CH3:50], predict the reactants needed to synthesize it. The reactants are: [CH:1]([O:4][C:5](=[O:22])[C:6]1[CH:11]=[CH:10][C:9]([CH2:12][C:13]([C:15]2[CH:20]=[CH:19][C:18]([F:21])=[CH:17][CH:16]=2)=[O:14])=[CH:8][CH:7]=1)([CH3:3])[CH3:2].CC(C)([O-])C.[K+].Br[CH2:30][C:31]1[CH:36]=[CH:35][C:34]([C:37]([P:40](=[O:51])([O:46][C:47]([CH3:50])([CH3:49])[CH3:48])[O:41][C:42]([CH3:45])([CH3:44])[CH3:43])([F:39])[F:38])=[CH:33][CH:32]=1.C([O-])(=O)C.[NH4+].